Dataset: Forward reaction prediction with 1.9M reactions from USPTO patents (1976-2016). Task: Predict the product of the given reaction. (1) Given the reactants Br[C:2]1[CH:29]=[CH:28][C:5]2[N:6]([CH2:23][CH2:24][CH:25]([CH3:27])[CH3:26])[C:7]([CH2:9][N:10]3[C:14]4[CH:15]=[CH:16][CH:17]=[CH:18][C:13]=4[N:12]([CH:19]([CH3:21])[CH3:20])[C:11]3=[O:22])=[N:8][C:4]=2[CH:3]=1.[CH2:30](C([Sn])=C(CCCC)CCCC)[CH2:31]CC, predict the reaction product. The product is: [CH:19]([N:12]1[C:13]2[CH:18]=[CH:17][CH:16]=[CH:15][C:14]=2[N:10]([CH2:9][C:7]2[N:6]([CH2:23][CH2:24][CH:25]([CH3:27])[CH3:26])[C:5]3[CH:28]=[CH:29][C:2]([CH:30]=[CH2:31])=[CH:3][C:4]=3[N:8]=2)[C:11]1=[O:22])([CH3:21])[CH3:20]. (2) Given the reactants [F:1][C:2]1[CH:3]=[C:4]([CH:7]=[CH:8][C:9]=1F)[CH:5]=[O:6].[OH:11][C:12]1[CH:13]=[C:14]([CH:17]=[CH:18][CH:19]=1)[C:15]#[N:16], predict the reaction product. The product is: [F:1][C:2]1[CH:3]=[C:4]([CH:5]=[O:6])[CH:7]=[CH:8][C:9]=1[O:11][C:12]1[CH:13]=[C:14]([CH:17]=[CH:18][CH:19]=1)[C:15]#[N:16]. (3) Given the reactants [Cl:1][C:2]1[CH:7]=[CH:6][C:5]([C:8]2([CH3:35])[C:12]([C:14]3[CH:19]=[CH:18][C:17]([Cl:20])=[CH:16][CH:15]=3)([CH3:13])[NH:11][C:10]([C:21]3[CH:26]=[CH:25][C:24]([C:27]([CH3:31])([CH3:30])[C:28]#[N:29])=[CH:23][C:22]=3[O:32][CH2:33][CH3:34])=[N:9]2)=[CH:4][CH:3]=1.[C:36](Cl)([Cl:38])=[O:37], predict the reaction product. The product is: [Cl:1][C:2]1[CH:3]=[CH:4][C:5]([C:8]2([CH3:35])[C:12]([C:14]3[CH:15]=[CH:16][C:17]([Cl:20])=[CH:18][CH:19]=3)([CH3:13])[N:11]([C:36]([Cl:38])=[O:37])[C:10]([C:21]3[CH:26]=[CH:25][C:24]([C:27]([C:28]#[N:29])([CH3:30])[CH3:31])=[CH:23][C:22]=3[O:32][CH2:33][CH3:34])=[N:9]2)=[CH:6][CH:7]=1. (4) Given the reactants [CH3:1][CH:2]([C:5](=O)[C:6]1[CH:11]=[CH:10][CH:9]=[CH:8][CH:7]=1)[C:3]#[N:4].[NH2:13][NH2:14].CCO.CO, predict the reaction product. The product is: [CH3:1][C:2]1[C:5]([C:6]2[CH:11]=[CH:10][CH:9]=[CH:8][CH:7]=2)=[N:14][NH:13][C:3]=1[NH2:4]. (5) Given the reactants [B:9]1([B:9]2[O:14][CH2:13][C:12]([CH3:16])([CH3:15])[CH2:11][O:10]2)[O:14][CH2:13][C:12]([CH3:16])([CH3:15])[CH2:11][O:10]1.C([O-])(=O)C.[K+].Cl[C:23]1[CH:24]=[C:25]([CH3:34])[C:26]2[O:30][C:29](=[O:31])[N:28]([CH3:32])[C:27]=2[CH:33]=1, predict the reaction product. The product is: [CH3:16][C:12]1([CH3:15])[CH2:11][O:10][B:9]([C:23]2[CH:24]=[C:25]([CH3:34])[C:26]3[O:30][C:29](=[O:31])[N:28]([CH3:32])[C:27]=3[CH:33]=2)[O:14][CH2:13]1. (6) Given the reactants [F:1][C:2]1[CH:3]=[C:4]([CH:7]=[CH:8][C:9]=1[N:10]1[C:22]2[C:21]3[CH:20]=[C:19]([OH:23])[C:18]([O:24][CH3:25])=[CH:17][C:16]=3[N:15]=[CH:14][C:13]=2[N:12]([CH3:26])[C:11]1=[O:27])[C:5]#[N:6].C1(P(C2C=CC=CC=2)C2C=CC=CN=2)C=CC=CC=1.[CH3:47][Si:48]([CH3:64])([CH3:63])[CH2:49][CH2:50][O:51][C:52](=[O:62])[NH:53][CH2:54][CH:55](O)[C:56]1[S:57][CH:58]=[CH:59][CH:60]=1.N(C(OC(C)C)=O)=NC(OC(C)C)=O.[Cl-].[Na+], predict the reaction product. The product is: [C:5]([C:4]1[CH:7]=[CH:8][C:9]([N:10]2[C:22]3[C:21]4[CH:20]=[C:19]([O:23][CH:55]([C:56]5[S:57][CH:58]=[CH:59][CH:60]=5)[CH2:54][NH:53][C:52](=[O:62])[O:51][CH2:50][CH2:49][Si:48]([CH3:64])([CH3:47])[CH3:63])[C:18]([O:24][CH3:25])=[CH:17][C:16]=4[N:15]=[CH:14][C:13]=3[N:12]([CH3:26])[C:11]2=[O:27])=[C:2]([F:1])[CH:3]=1)#[N:6].